From a dataset of Forward reaction prediction with 1.9M reactions from USPTO patents (1976-2016). Predict the product of the given reaction. (1) Given the reactants [CH3:1][C:2]1[CH:16]=[CH:15][C:5]([C:6]([NH:8][CH:9](Cl)[C:10]([Cl:13])([Cl:12])[Cl:11])=[O:7])=[CH:4][CH:3]=1.[O-:17][C:18]#[N:19].[K+], predict the reaction product. The product is: [CH3:1][C:2]1[CH:16]=[CH:15][C:5]([C:6]([NH:8][CH:9]([N:19]=[C:18]=[O:17])[C:10]([Cl:13])([Cl:12])[Cl:11])=[O:7])=[CH:4][CH:3]=1. (2) Given the reactants [CH2:1]([O:3][C:4]([C:6]1[C:11]([Br:12])=[CH:10][CH:9]=[C:8](Cl)[N:7]=1)=[O:5])[CH3:2].[Br:14][C:15]1[CH:22]=[CH:21][C:20]([OH:23])=[CH:19][C:16]=1[CH:17]=[O:18].C(=O)([O-])[O-].[Cs+].[Cs+], predict the reaction product. The product is: [CH2:1]([O:3][C:4]([C:6]1[C:11]([Br:12])=[CH:10][CH:9]=[C:8]([O:23][C:20]2[CH:21]=[CH:22][C:15]([Br:14])=[C:16]([CH:17]=[O:18])[CH:19]=2)[N:7]=1)=[O:5])[CH3:2]. (3) Given the reactants [CH:1]1([C:4]#[C:5][C:6]2[CH:35]=[CH:34][C:9]([C:10]([N:12]([CH2:16][C:17]3[CH:33]=[CH:32][CH:31]=[CH:30][C:18]=3[O:19][CH2:20][CH2:21][CH2:22][CH2:23][CH2:24][C:25]([O:27]CC)=[O:26])[CH:13]([CH3:15])[CH3:14])=[O:11])=[CH:8][CH:7]=2)[CH2:3][CH2:2]1.C(O)C.O.[OH-].[Li+].Cl, predict the reaction product. The product is: [CH:1]1([C:4]#[C:5][C:6]2[CH:35]=[CH:34][C:9]([C:10]([N:12]([CH2:16][C:17]3[CH:33]=[CH:32][CH:31]=[CH:30][C:18]=3[O:19][CH2:20][CH2:21][CH2:22][CH2:23][CH2:24][C:25]([OH:27])=[O:26])[CH:13]([CH3:14])[CH3:15])=[O:11])=[CH:8][CH:7]=2)[CH2:3][CH2:2]1. (4) Given the reactants C1OCCOCCOCCOCCOCCOC1.[CH3:19][O:20][C:21]([CH2:23]P(OC)(OC)=O)=[O:22].C[Si](C)(C)[N-][Si](C)(C)C.[K+].[CH3:40][C:41]([C:43]1[CH:48]=[CH:47][C:46]([N+:49]([O-:51])=[O:50])=[CH:45][CH:44]=1)=O.[Cl-].[NH4+], predict the reaction product. The product is: [N+:49]([C:46]1[CH:47]=[CH:48][C:43](/[C:41](/[CH3:40])=[CH:23]/[C:21]([O:20][CH3:19])=[O:22])=[CH:44][CH:45]=1)([O-:51])=[O:50]. (5) Given the reactants Br[C:2]1[S:6][C:5]([N:7](C(OC(C)(C)C)=O)[CH2:8][C@@H:9]([NH:21][C:22](=[O:28])[O:23][C:24]([CH3:27])([CH3:26])[CH3:25])[CH2:10][C:11]2[CH:16]=[CH:15][C:14]([C:17]([F:20])([F:19])[F:18])=[CH:13][CH:12]=2)=[N:4][CH:3]=1.[F:36][C:37]1[CH:44]=[CH:43][C:42](B2OC(C)(C)C(C)(C)O2)=[CH:41][C:38]=1[C:39]#[N:40].C(=O)([O-])[O-].[Na+].[Na+].O, predict the reaction product. The product is: [C:39]([C:38]1[CH:41]=[C:42]([C:2]2[S:6][C:5]([NH:7][CH2:8][C@@H:9]([NH:21][C:22](=[O:28])[O:23][C:24]([CH3:26])([CH3:25])[CH3:27])[CH2:10][C:11]3[CH:12]=[CH:13][C:14]([C:17]([F:18])([F:19])[F:20])=[CH:15][CH:16]=3)=[N:4][CH:3]=2)[CH:43]=[CH:44][C:37]=1[F:36])#[N:40]. (6) Given the reactants COC[O:4][C:5]1[CH:10]=[CH:9][C:8]([S:11][C:12]2[C:13]([C:25]([NH:27][C:28]3[CH:32]=[CH:31][N:30]([CH3:33])[N:29]=3)=[O:26])=[N:14][C:15]([S:18][C:19]3[N:23]([CH3:24])[CH:22]=[N:21][N:20]=3)=[CH:16][CH:17]=2)=[CH:7][CH:6]=1.FC(F)(F)C(O)=O, predict the reaction product. The product is: [OH:4][C:5]1[CH:10]=[CH:9][C:8]([S:11][C:12]2[C:13]([C:25]([NH:27][C:28]3[CH:32]=[CH:31][N:30]([CH3:33])[N:29]=3)=[O:26])=[N:14][C:15]([S:18][C:19]3[N:23]([CH3:24])[CH:22]=[N:21][N:20]=3)=[CH:16][CH:17]=2)=[CH:7][CH:6]=1. (7) Given the reactants [CH3:1][C:2]1([CH3:23])[C@H:5]([C:6]([O:8]C(C)(C)C)=[O:7])[CH2:4][C@@H:3]1[C:13]([O:15][CH2:16][C:17]1[CH:22]=[CH:21][CH:20]=[CH:19][CH:18]=1)=[O:14], predict the reaction product. The product is: [CH2:16]([O:15][C:13]([C@H:3]1[CH2:4][C@@H:5]([C:6]([OH:8])=[O:7])[C:2]1([CH3:23])[CH3:1])=[O:14])[C:17]1[CH:22]=[CH:21][CH:20]=[CH:19][CH:18]=1. (8) Given the reactants [NH:1]1[CH2:6][CH2:5][CH:4]([CH2:7][O:8][C:9]2[CH:18]=[CH:17][CH:16]=[C:15]3[C:10]=2[C:11]([NH2:20])=[N:12][C:13]([NH2:19])=[N:14]3)[CH2:3][CH2:2]1.[F:21][C:22]1[CH:30]=[CH:29][CH:28]=[CH:27][C:23]=1[C:24](Cl)=[O:25], predict the reaction product. The product is: [NH2:19][C:13]1[N:12]=[C:11]([NH2:20])[C:10]2[C:15](=[CH:16][CH:17]=[CH:18][C:9]=2[O:8][CH2:7][CH:4]2[CH2:5][CH2:6][N:1]([C:24]([C:23]3[CH:27]=[CH:28][CH:29]=[CH:30][C:22]=3[F:21])=[O:25])[CH2:2][CH2:3]2)[N:14]=1.